Dataset: NCI-60 drug combinations with 297,098 pairs across 59 cell lines. Task: Regression. Given two drug SMILES strings and cell line genomic features, predict the synergy score measuring deviation from expected non-interaction effect. (1) Cell line: OVCAR3. Drug 2: CCC(=C(C1=CC=CC=C1)C2=CC=C(C=C2)OCCN(C)C)C3=CC=CC=C3.C(C(=O)O)C(CC(=O)O)(C(=O)O)O. Drug 1: CCCS(=O)(=O)NC1=C(C(=C(C=C1)F)C(=O)C2=CNC3=C2C=C(C=N3)C4=CC=C(C=C4)Cl)F. Synergy scores: CSS=1.09, Synergy_ZIP=0.495, Synergy_Bliss=1.20, Synergy_Loewe=-1.46, Synergy_HSA=-1.54. (2) Drug 1: CC1=C(C=C(C=C1)NC2=NC=CC(=N2)N(C)C3=CC4=NN(C(=C4C=C3)C)C)S(=O)(=O)N.Cl. Drug 2: C(CN)CNCCSP(=O)(O)O. Cell line: TK-10. Synergy scores: CSS=3.46, Synergy_ZIP=2.21, Synergy_Bliss=2.94, Synergy_Loewe=1.09, Synergy_HSA=0.919. (3) Drug 1: C1=CN(C(=O)N=C1N)C2C(C(C(O2)CO)O)O.Cl. Drug 2: C1CN1C2=NC(=NC(=N2)N3CC3)N4CC4. Cell line: SK-MEL-28. Synergy scores: CSS=34.5, Synergy_ZIP=-11.5, Synergy_Bliss=-2.94, Synergy_Loewe=-15.6, Synergy_HSA=1.41. (4) Drug 1: C(=O)(N)NO. Drug 2: C(CCl)NC(=O)N(CCCl)N=O. Cell line: NCI-H460. Synergy scores: CSS=21.3, Synergy_ZIP=-5.74, Synergy_Bliss=-0.635, Synergy_Loewe=-5.76, Synergy_HSA=0.0421. (5) Drug 1: CCN(CC)CCNC(=O)C1=C(NC(=C1C)C=C2C3=C(C=CC(=C3)F)NC2=O)C. Drug 2: CC12CCC3C(C1CCC2O)C(CC4=C3C=CC(=C4)O)CCCCCCCCCS(=O)CCCC(C(F)(F)F)(F)F. Cell line: MOLT-4. Synergy scores: CSS=-11.5, Synergy_ZIP=10.1, Synergy_Bliss=13.1, Synergy_Loewe=-11.6, Synergy_HSA=-9.74. (6) Drug 1: CC1OCC2C(O1)C(C(C(O2)OC3C4COC(=O)C4C(C5=CC6=C(C=C35)OCO6)C7=CC(=C(C(=C7)OC)O)OC)O)O. Drug 2: CNC(=O)C1=NC=CC(=C1)OC2=CC=C(C=C2)NC(=O)NC3=CC(=C(C=C3)Cl)C(F)(F)F. Cell line: U251. Synergy scores: CSS=51.8, Synergy_ZIP=-3.03, Synergy_Bliss=-2.64, Synergy_Loewe=-8.05, Synergy_HSA=-0.0847. (7) Drug 1: CC1=C(C(CCC1)(C)C)C=CC(=CC=CC(=CC(=O)O)C)C. Drug 2: CC1=C(C=C(C=C1)NC(=O)C2=CC=C(C=C2)CN3CCN(CC3)C)NC4=NC=CC(=N4)C5=CN=CC=C5. Cell line: OVCAR-4. Synergy scores: CSS=1.87, Synergy_ZIP=-1.76, Synergy_Bliss=-1.44, Synergy_Loewe=-0.718, Synergy_HSA=-0.638. (8) Drug 1: C1CCC(C1)C(CC#N)N2C=C(C=N2)C3=C4C=CNC4=NC=N3. Drug 2: CC(C)CN1C=NC2=C1C3=CC=CC=C3N=C2N. Cell line: SN12C. Synergy scores: CSS=4.00, Synergy_ZIP=3.00, Synergy_Bliss=-1.08, Synergy_Loewe=-1.12, Synergy_HSA=-0.853. (9) Drug 1: C1=CC(=CC=C1CCCC(=O)O)N(CCCl)CCCl. Drug 2: C1=CC=C(C=C1)NC(=O)CCCCCCC(=O)NO. Cell line: SF-295. Synergy scores: CSS=21.4, Synergy_ZIP=-0.475, Synergy_Bliss=-1.88, Synergy_Loewe=-1.94, Synergy_HSA=-1.22. (10) Drug 1: CC1=C(C(CCC1)(C)C)C=CC(=CC=CC(=CC(=O)O)C)C. Drug 2: C1=CC=C(C(=C1)C(C2=CC=C(C=C2)Cl)C(Cl)Cl)Cl. Cell line: NCI-H322M. Synergy scores: CSS=2.37, Synergy_ZIP=-1.71, Synergy_Bliss=-3.19, Synergy_Loewe=-1.52, Synergy_HSA=-3.56.